This data is from NCI-60 drug combinations with 297,098 pairs across 59 cell lines. The task is: Regression. Given two drug SMILES strings and cell line genomic features, predict the synergy score measuring deviation from expected non-interaction effect. (1) Drug 1: COC1=C(C=C2C(=C1)N=CN=C2NC3=CC(=C(C=C3)F)Cl)OCCCN4CCOCC4. Drug 2: CC1CCC2CC(C(=CC=CC=CC(CC(C(=O)C(C(C(=CC(C(=O)CC(OC(=O)C3CCCCN3C(=O)C(=O)C1(O2)O)C(C)CC4CCC(C(C4)OC)O)C)C)O)OC)C)C)C)OC. Cell line: A498. Synergy scores: CSS=43.7, Synergy_ZIP=-4.94, Synergy_Bliss=0.0836, Synergy_Loewe=8.75, Synergy_HSA=9.82. (2) Drug 1: CCC1=C2CN3C(=CC4=C(C3=O)COC(=O)C4(CC)O)C2=NC5=C1C=C(C=C5)O. Drug 2: C1CN(P(=O)(OC1)NCCCl)CCCl. Cell line: KM12. Synergy scores: CSS=32.5, Synergy_ZIP=-10.7, Synergy_Bliss=-3.53, Synergy_Loewe=-80.8, Synergy_HSA=-3.59. (3) Cell line: MOLT-4. Drug 1: CCC(=C(C1=CC=CC=C1)C2=CC=C(C=C2)OCCN(C)C)C3=CC=CC=C3.C(C(=O)O)C(CC(=O)O)(C(=O)O)O. Synergy scores: CSS=3.02, Synergy_ZIP=-3.77, Synergy_Bliss=-3.19, Synergy_Loewe=-1.42, Synergy_HSA=-1.23. Drug 2: C1=NNC2=C1C(=O)NC=N2. (4) Drug 1: CC12CCC3C(C1CCC2=O)CC(=C)C4=CC(=O)C=CC34C. Drug 2: CC1=CC=C(C=C1)C2=CC(=NN2C3=CC=C(C=C3)S(=O)(=O)N)C(F)(F)F. Cell line: SF-539. Synergy scores: CSS=17.9, Synergy_ZIP=-2.79, Synergy_Bliss=-5.53, Synergy_Loewe=-11.2, Synergy_HSA=-3.94. (5) Drug 1: CC1=CC=C(C=C1)C2=CC(=NN2C3=CC=C(C=C3)S(=O)(=O)N)C(F)(F)F. Drug 2: CC1=C(C=C(C=C1)C(=O)NC2=CC(=CC(=C2)C(F)(F)F)N3C=C(N=C3)C)NC4=NC=CC(=N4)C5=CN=CC=C5. Cell line: OVCAR-5. Synergy scores: CSS=1.60, Synergy_ZIP=1.92, Synergy_Bliss=2.30, Synergy_Loewe=0.689, Synergy_HSA=-0.759. (6) Drug 1: C1=NC(=NC(=O)N1C2C(C(C(O2)CO)O)O)N. Drug 2: CC12CCC3C(C1CCC2OP(=O)(O)O)CCC4=C3C=CC(=C4)OC(=O)N(CCCl)CCCl.[Na+]. Cell line: EKVX. Synergy scores: CSS=0.344, Synergy_ZIP=0.560, Synergy_Bliss=0.894, Synergy_Loewe=1.26, Synergy_HSA=-1.17. (7) Drug 1: C1=CC=C(C=C1)NC(=O)CCCCCCC(=O)NO. Drug 2: C1CN1C2=NC(=NC(=N2)N3CC3)N4CC4. Cell line: NCIH23. Synergy scores: CSS=59.1, Synergy_ZIP=-1.69, Synergy_Bliss=2.68, Synergy_Loewe=4.16, Synergy_HSA=5.31. (8) Drug 1: CCC1(CC2CC(C3=C(CCN(C2)C1)C4=CC=CC=C4N3)(C5=C(C=C6C(=C5)C78CCN9C7C(C=CC9)(C(C(C8N6C=O)(C(=O)OC)O)OC(=O)C)CC)OC)C(=O)OC)O.OS(=O)(=O)O. Drug 2: CN(CCCl)CCCl.Cl. Cell line: T-47D. Synergy scores: CSS=27.1, Synergy_ZIP=-7.83, Synergy_Bliss=-3.23, Synergy_Loewe=-21.9, Synergy_HSA=-0.724. (9) Drug 1: COC1=C(C=C2C(=C1)N=CN=C2NC3=CC(=C(C=C3)F)Cl)OCCCN4CCOCC4. Drug 2: COC1=C2C(=CC3=C1OC=C3)C=CC(=O)O2. Cell line: HCT-15. Synergy scores: CSS=38.5, Synergy_ZIP=0.737, Synergy_Bliss=1.83, Synergy_Loewe=-10.3, Synergy_HSA=0.281. (10) Drug 1: CC1=CC=C(C=C1)C2=CC(=NN2C3=CC=C(C=C3)S(=O)(=O)N)C(F)(F)F. Drug 2: COCCOC1=C(C=C2C(=C1)C(=NC=N2)NC3=CC=CC(=C3)C#C)OCCOC.Cl. Cell line: UO-31. Synergy scores: CSS=19.9, Synergy_ZIP=5.44, Synergy_Bliss=5.07, Synergy_Loewe=-2.11, Synergy_HSA=3.33.